This data is from Reaction yield outcomes from USPTO patents with 853,638 reactions. The task is: Predict the reaction yield, written as a fraction of the theoretical maximum amount of product (1.0 means a 100% yield; for example, 0.34 means a 34% yield). (1) The reactants are Cl[C:2]1[C:3](=[O:15])[N:4](C2CCCCO2)[N:5]=[CH:6][C:7]=1Cl.[O:16]([C:23]1[CH:24]=[C:25]([OH:29])[CH:26]=[CH:27][CH:28]=1)[C:17]1[CH:22]=[CH:21][CH:20]=[CH:19][CH:18]=1.C[O:31][C:32](=[O:41])[CH:33](Br)[CH2:34][CH:35]1[CH2:39][CH2:38][CH2:37][CH2:36]1. No catalyst specified. The product is [CH:35]1([CH2:34][CH:33]([N:4]2[C:3](=[O:15])[CH:2]=[C:7]([O:29][C:25]3[CH:26]=[CH:27][CH:28]=[C:23]([O:16][C:17]4[CH:18]=[CH:19][CH:20]=[CH:21][CH:22]=4)[CH:24]=3)[CH:6]=[N:5]2)[C:32]([OH:31])=[O:41])[CH2:39][CH2:38][CH2:37][CH2:36]1. The yield is 0.660. (2) The reactants are [Cl:1][C:2]1[CH:16]=[CH:15][C:5]([C:6]([C:8]2[CH:13]=[CH:12][C:11]([OH:14])=[CH:10][CH:9]=2)=[O:7])=[CH:4][CH:3]=1.[OH-:17].[Na+].C(Cl)(Cl)Cl.Cl. The catalyst is CC(C)=O.O. The product is [CH3:4][C:5]([O:14][C:11]1[CH:10]=[CH:9][C:8]([C:6]([C:5]2[CH:4]=[CH:3][C:2]([Cl:1])=[CH:16][CH:15]=2)=[O:7])=[CH:13][CH:12]=1)([C:6]([OH:7])=[O:17])[CH3:15]. The yield is 0.730. (3) The reactants are [Br:1][C:2]1[C:10]2[C:5](=[N:6][CH:7]=[CH:8][C:9]=2[C:11]2[NH:12][C:13](=O)[C:14]3[C:20]([CH:21]4[CH2:23][CH2:22]4)=[CH:19][N:18]=[CH:17][C:15]=3[N:16]=2)[NH:4][CH:3]=1.CCN(C(C)C)C(C)C.C(C1C=C(C(C)C)C=C(C(C)C)C=1S(Cl)(=O)=O)(C)C.[C:53]([O:57][C:58]([N:60]1[CH2:65][CH2:64][NH:63][CH2:62][CH2:61]1)=[O:59])([CH3:56])([CH3:55])[CH3:54]. The catalyst is CC(N(C)C)=O.CN(C1C=CN=CC=1)C.O. The product is [Br:1][C:2]1[C:10]2[C:5](=[N:6][CH:7]=[CH:8][C:9]=2[C:11]2[N:12]=[C:13]([N:63]3[CH2:62][CH2:61][N:60]([C:58]([O:57][C:53]([CH3:56])([CH3:55])[CH3:54])=[O:59])[CH2:65][CH2:64]3)[C:14]3[C:20]([CH:21]4[CH2:23][CH2:22]4)=[CH:19][N:18]=[CH:17][C:15]=3[N:16]=2)[NH:4][CH:3]=1. The yield is 0.150. (4) The reactants are [S:1]1[CH:5]=[CH:4][CH:3]=[C:2]1[C:6]([C:8]1[CH:9]=[N:10][N:11]2[C:16]([C:17]3[CH:18]=[C:19]([CH:24]=[CH:25][CH:26]=3)[C:20]([O:22]C)=[O:21])=[CH:15][CH:14]=[N:13][C:12]=12)=[O:7].[OH-].[K+]. The catalyst is CO. The product is [S:1]1[CH:5]=[CH:4][CH:3]=[C:2]1[C:6]([C:8]1[CH:9]=[N:10][N:11]2[C:16]([C:17]3[CH:18]=[C:19]([CH:24]=[CH:25][CH:26]=3)[C:20]([OH:22])=[O:21])=[CH:15][CH:14]=[N:13][C:12]=12)=[O:7]. The yield is 0.900. (5) The reactants are [NH2:1][C:2]1[CH:9]=[CH:8][C:5]([C:6]#[N:7])=[CH:4][C:3]=1[NH:10][CH:11]1[CH2:16][CH2:15][N:14]([C@H:17]2[CH2:22][CH2:21][C@H:20]([O:23][CH2:24][CH3:25])[CH2:19][CH2:18]2)[CH2:13][CH2:12]1.C(N(C(C)C)CC)(C)C.[Cl:35][C:36](Cl)([O:38]C(=O)OC(Cl)(Cl)Cl)Cl.C([O-])([O-])=O.[Na+].[Na+]. The yield is 0.390. The product is [ClH:35].[CH2:24]([O:23][C@H:20]1[CH2:21][CH2:22][C@H:17]([N:14]2[CH2:13][CH2:12][CH:11]([N:10]3[C:3]4[CH:4]=[C:5]([C:6]#[N:7])[CH:8]=[CH:9][C:2]=4[NH:1][C:36]3=[O:38])[CH2:16][CH2:15]2)[CH2:18][CH2:19]1)[CH3:25]. The catalyst is ClCCl. (6) The reactants are [CH3:1][O:2][C:3]1[C:12]([Cl:13])=[C:11]2[C:6]([C:7]([O:22][CH2:23][CH2:24][C@@H:25]3[NH:39][C:38](=[O:40])[N:37]([CH3:41])[CH2:36][CH2:35][CH2:34][CH2:33][CH:32]=[CH:31][C@H:30]4[C@@:28]([C:42]([O:44]CC)=[O:43])([CH2:29]4)[NH:27][C:26]3=[O:47])=[CH:8][C:9]([N:14]3[CH:18]=[CH:17][C:16]([CH:19]([CH3:21])[CH3:20])=[N:15]3)=[N:10]2)=[CH:5][CH:4]=1.C(C1N=C(C2C=C(OCC[C@@H]3NC(=O)N(C)CCCCC=C[C@H]4[C@@](C(O)=O)(C4)NC3=O)C3C(=C(C)C(OC)=CC=3)N=2)SC=1)(C)C. No catalyst specified. The product is [CH3:1][O:2][C:3]1[C:12]([Cl:13])=[C:11]2[C:6]([C:7]([O:22][CH2:23][CH2:24][C@@H:25]3[NH:39][C:38](=[O:40])[N:37]([CH3:41])[CH2:36][CH2:35][CH2:34][CH2:33][CH:32]=[CH:31][C@H:30]4[C@@:28]([C:42]([OH:44])=[O:43])([CH2:29]4)[NH:27][C:26]3=[O:47])=[CH:8][C:9]([N:14]3[CH:18]=[CH:17][C:16]([CH:19]([CH3:20])[CH3:21])=[N:15]3)=[N:10]2)=[CH:5][CH:4]=1. The yield is 0.590.